This data is from Catalyst prediction with 721,799 reactions and 888 catalyst types from USPTO. The task is: Predict which catalyst facilitates the given reaction. (1) Reactant: [S:1]1[CH:5]=[CH:4]C=[C:2]1C(O)=O.[O-:9]CC.[Na+].N#N.S1C=CC=C1CC(O)=O.ClC[Si:26]([O:33][CH2:34][CH3:35])([O:30][CH2:31][CH3:32])[O:27][CH2:28][CH3:29]. Product: [C:5]([S:1][CH2:2][Si:26]([O:33][CH2:34][CH3:35])([O:30][CH2:31][CH3:32])[O:27][CH2:28][CH3:29])(=[O:9])[CH3:4]. The catalyst class is: 270. (2) Reactant: [CH3:1][C:2]1[CH:7]=[CH:6][C:5]([S:8]([N:11]([C@H:16]([C:41]([NH2:43])=[O:42])[CH2:17][CH2:18][CH2:19][CH2:20][NH:21][C:22]([C@@H:24]([NH:32][S:33]([C:36]2[S:40][CH:39]=[CH:38][CH:37]=2)(=[O:35])=[O:34])[CH2:25][C:26]2[CH:31]=[CH:30][CH:29]=[CH:28][CH:27]=2)=[O:23])[CH2:12][CH:13]([CH3:15])[CH3:14])(=[O:10])=[O:9])=[CH:4][CH:3]=1.[NH2:44]N. Product: [CH3:1][C:2]1[CH:3]=[CH:4][C:5]([S:8]([N:11]([C@H:16]([C:41]([NH:43][NH2:44])=[O:42])[CH2:17][CH2:18][CH2:19][CH2:20][NH:21][C:22]([C@@H:24]([NH:32][S:33]([C:36]2[S:40][CH:39]=[CH:38][CH:37]=2)(=[O:34])=[O:35])[CH2:25][C:26]2[CH:31]=[CH:30][CH:29]=[CH:28][CH:27]=2)=[O:23])[CH2:12][CH:13]([CH3:15])[CH3:14])(=[O:9])=[O:10])=[CH:6][CH:7]=1. The catalyst class is: 8. (3) Reactant: [Br:1][C:2]1[CH:3]=[C:4]([C:8]([OH:10])=[O:9])[NH:5][C:6]=1[CH3:7].[F:11][C:12]1[C:17](O)=[C:16]([F:19])[C:15]([F:20])=[C:14]([F:21])[C:13]=1[F:22].C(Cl)CCl. Product: [Br:1][C:2]1[CH:3]=[C:4]([C:8]([O:10][C:17]2[C:16]([F:19])=[C:15]([F:20])[C:14]([F:21])=[C:13]([F:22])[C:12]=2[F:11])=[O:9])[NH:5][C:6]=1[CH3:7]. The catalyst class is: 1. (4) Reactant: [Br:1][C:2]1[S:6][C:5]([CH:7]([C:9]2[CH:14]=[CH:13][C:12]([F:15])=[CH:11][CH:10]=2)O)=[CH:4][CH:3]=1.[SiH](CC)(CC)CC.OS(C(F)(F)F)(=O)=O. Product: [Br:1][C:2]1[S:6][C:5]([CH2:7][C:9]2[CH:14]=[CH:13][C:12]([F:15])=[CH:11][CH:10]=2)=[CH:4][CH:3]=1. The catalyst class is: 452.